This data is from Peptide-MHC class I binding affinity with 185,985 pairs from IEDB/IMGT. The task is: Regression. Given a peptide amino acid sequence and an MHC pseudo amino acid sequence, predict their binding affinity value. This is MHC class I binding data. The peptide sequence is APLLSAGIF. The MHC is HLA-B07:02 with pseudo-sequence HLA-B07:02. The binding affinity (normalized) is 0.705.